This data is from Peptide-MHC class I binding affinity with 185,985 pairs from IEDB/IMGT. The task is: Regression. Given a peptide amino acid sequence and an MHC pseudo amino acid sequence, predict their binding affinity value. This is MHC class I binding data. (1) The peptide sequence is ETPHLMGWDY. The MHC is HLA-A30:02 with pseudo-sequence HLA-A30:02. The binding affinity (normalized) is 0.395. (2) The peptide sequence is TYLGPLSCK. The MHC is HLA-A33:01 with pseudo-sequence HLA-A33:01. The binding affinity (normalized) is 0.534.